Dataset: Catalyst prediction with 721,799 reactions and 888 catalyst types from USPTO. Task: Predict which catalyst facilitates the given reaction. Reactant: [CH2:1]([S:4](Cl)(=[O:6])=[O:5])[CH2:2][CH3:3].[NH2:8][C:9]1[C:10]([F:19])=[C:11]([C:15]([F:18])=[CH:16][CH:17]=1)[C:12]([OH:14])=[O:13]. Product: [F:19][C:10]1[C:9]([N:8]([S:4]([CH2:1][CH2:2][CH3:3])(=[O:6])=[O:5])[S:4]([CH2:1][CH2:2][CH3:3])(=[O:6])=[O:5])=[CH:17][CH:16]=[C:15]([F:18])[C:11]=1[C:12]([OH:14])=[O:13]. The catalyst class is: 2.